The task is: Predict the product of the given reaction.. This data is from Forward reaction prediction with 1.9M reactions from USPTO patents (1976-2016). (1) Given the reactants [Cl:1][C:2]1[CH:19]=[CH:18][C:5]([CH2:6][N:7]2[C:11]3[CH:12]=[CH:13][C:14]([CH:16]=O)=[CH:15][C:10]=3[N:9]=[N:8]2)=[C:4]([C:20]([F:23])([F:22])[F:21])[CH:3]=1.[NH:24]1[C:28]([CH2:29][N:30]2[C:34](=[O:35])[CH2:33][S:32][C:31]2=[O:36])=[N:27][N:26]=[N:25]1, predict the reaction product. The product is: [Cl:1][C:2]1[CH:19]=[CH:18][C:5]([CH2:6][N:7]2[C:11]3[CH:12]=[CH:13][C:14](/[CH:16]=[C:33]4/[C:34](=[O:35])[N:30]([CH2:29][C:28]5[NH:24][N:25]=[N:26][N:27]=5)[C:31](=[O:36])[S:32]/4)=[CH:15][C:10]=3[N:9]=[N:8]2)=[C:4]([C:20]([F:23])([F:21])[F:22])[CH:3]=1. (2) The product is: [N:34]1([C@H:40]2[CH2:41][CH2:42][C@H:43]([NH:46][C:11]3[N:16]=[C:15]([NH:17][C:18]4[S:19][C:20]5[C:25]([N:26]=4)=[CH:24][CH:23]=[CH:22][N:21]=5)[CH:14]=[C:13]([CH2:27][N:28]4[CH2:33][CH2:32][CH2:31][CH2:30][CH2:29]4)[N:12]=3)[CH2:44][CH2:45]2)[CH2:35][CH2:36][O:37][CH2:38][CH2:39]1. Given the reactants C1(CS([C:11]2[N:16]=[C:15]([NH:17][C:18]3[S:19][C:20]4[C:25]([N:26]=3)=[CH:24][CH:23]=[CH:22][N:21]=4)[CH:14]=[C:13]([CH2:27][N:28]3[CH2:33][CH2:32][CH2:31][CH2:30][CH2:29]3)[N:12]=2)(=O)=O)C=CC=CC=1.[N:34]1([C@H:40]2[CH2:45][CH2:44][C@H:43]([NH2:46])[CH2:42][CH2:41]2)[CH2:39][CH2:38][O:37][CH2:36][CH2:35]1, predict the reaction product.